This data is from Forward reaction prediction with 1.9M reactions from USPTO patents (1976-2016). The task is: Predict the product of the given reaction. (1) Given the reactants [C@@H:1]12[CH2:6][C@@H:5]1[CH2:4][NH:3][C@@H:2]2[CH2:7][NH:8][C:9](=[O:14])[C:10]([F:13])([F:12])[F:11].[NH2:15][C:16]1[S:17][C:18]([C:24]2[CH:29]=[CH:28][CH:27]=[C:26]([Cl:30])[CH:25]=2)=[C:19]([C:21](O)=[O:22])[N:20]=1, predict the reaction product. The product is: [NH2:15][C:16]1[S:17][C:18]([C:24]2[CH:29]=[CH:28][CH:27]=[C:26]([Cl:30])[CH:25]=2)=[C:19]([C:21]([N:3]2[CH2:4][C@@H:5]3[C@@H:1]([CH2:6]3)[C@H:2]2[CH2:7][NH:8][C:9](=[O:14])[C:10]([F:12])([F:11])[F:13])=[O:22])[N:20]=1. (2) Given the reactants [N+:1]([C:4]1[CH:13]=[CH:12][CH:11]=[C:10]2[C:5]=1[CH:6]=[CH:7]O[C:9]2=[O:14])([O-:3])=[O:2].CO.C(N(CC)CC)C.Cl.[NH2:25][CH:26]([C:31]1[CH:36]=[CH:35][C:34]([Cl:37])=[CH:33][CH:32]=1)[C:27]([O:29][CH3:30])=[O:28], predict the reaction product. The product is: [Cl:37][C:34]1[CH:33]=[CH:32][C:31]([CH:26]([N:25]2[CH:7]=[CH:6][C:5]3[C:10](=[CH:11][CH:12]=[CH:13][C:4]=3[N+:1]([O-:3])=[O:2])[C:9]2=[O:14])[C:27]([O:29][CH3:30])=[O:28])=[CH:36][CH:35]=1. (3) Given the reactants [NH:1](C(OC(C)(C)C)=O)[C@H:2]([C:14]([OH:16])=O)[CH2:3][C:4](=[O:13])[O:5][CH2:6][C:7]1[CH:12]=[CH:11][CH:10]=[CH:9][CH:8]=1.O[N:25]1[C:29]2C=CC=[CH:33][C:28]=2N=N1.[NH:34]1[CH2:55][CH2:54][CH2:53][C@H:35]1[C:36]([NH:38][C@H:39]([C:50]([OH:52])=[O:51])[C@@H:40]([CH3:49])[O:41][CH2:42][C:43]1[CH:48]=[CH:47][CH:46]=[CH:45][CH:44]=1)=[O:37].[ClH:56].C([NH-])CC.C(N(C(C)C)CC)(C)C.Cl.CN(C)CCCN=C=NCC, predict the reaction product. The product is: [NH2:1][C@H:2]([C:14]([N:34]1[CH2:55][CH2:54][CH2:53][C@H:35]1[C:36]([NH:38][C@H:39]([C:50]([OH:52])=[O:51])[C@@H:40]([CH3:49])[O:41][CH2:42][C:43]1[CH:44]=[CH:45][CH:46]=[CH:47][CH:48]=1)=[O:37])=[O:16])[CH2:3][C:4](=[O:13])[O:5][CH2:6][C:7]1[CH:8]=[CH:9][CH:10]=[CH:11][CH:12]=1.[ClH:56].[CH2:29]([NH-:25])[CH2:28][CH3:33]. (4) Given the reactants [CH:1]([C:3]1[C:4]([NH:11][C:12]2[CH:13]=[C:14]([NH:18][C:19](=[O:25])[O:20][C:21]([CH3:24])([CH3:23])[CH3:22])[CH:15]=[CH:16][CH:17]=2)=[N:5][C:6]([S:9][CH3:10])=[N:7][CH:8]=1)=[O:2].[CH2:26]1COCC1.C[Mg]Br.[NH4+].[Cl-], predict the reaction product. The product is: [OH:2][CH:1]([C:3]1[C:4]([NH:11][C:12]2[CH:13]=[C:14]([NH:18][C:19](=[O:25])[O:20][C:21]([CH3:22])([CH3:24])[CH3:23])[CH:15]=[CH:16][CH:17]=2)=[N:5][C:6]([S:9][CH3:10])=[N:7][CH:8]=1)[CH3:26]. (5) Given the reactants N#N.[C:3]([O:7][C:8](=[O:22])[NH:9][C:10]1[N:11]=[C:12]([CH2:15][CH2:16][CH2:17][CH2:18][C:19](=[O:21])[CH3:20])[O:13][CH:14]=1)([CH3:6])([CH3:5])[CH3:4].[H-].[Na+].[F:25][C:26]1[CH:31]=[CH:30][C:29]([C:32]2[O:36][CH:35]=[N:34][C:33]=2[C:37](Cl)=[O:38])=[CH:28][CH:27]=1, predict the reaction product. The product is: [C:3]([O:7][C:8](=[O:22])[N:9]([C:37]([C:33]1[N:34]=[CH:35][O:36][C:32]=1[C:29]1[CH:30]=[CH:31][C:26]([F:25])=[CH:27][CH:28]=1)=[O:38])[C:10]1[N:11]=[C:12]([CH2:15][CH2:16][CH2:17][CH2:18][C:19](=[O:21])[CH3:20])[O:13][CH:14]=1)([CH3:6])([CH3:4])[CH3:5].